This data is from Drug-target binding data from BindingDB using Ki measurements. The task is: Regression. Given a target protein amino acid sequence and a drug SMILES string, predict the binding affinity score between them. We predict pKi (pKi = -log10(Ki in M); higher means stronger inhibition). Dataset: bindingdb_ki. (1) The small molecule is CCc1cc(CC(NC(C)=O)C(=O)NCCCCC(=O)N[C@@H](CCC(N)=O)C(=O)O)ccc1N(C(=O)C(=O)O)c1ccccc1C(=O)O. The target protein sequence is MEMEKEFEQIDKSGSWAAIYQDIRHEASDFPCRVAKLPKNKNRNRYRDVSPFDHSRIKLHQEDNDYINASLIKMEEAQRSYILTQGPLPNTCGHFWEMVWEQKSRGVVMLNRVMEKGSLKCAQYWPQKEEKEMIFEDTNLKLTLISEDIKSYYTVRQLELENLTTQETREILHFHYTTWPDFGVPESPASFLNFLFKVRESGSLSPEHGPVVVHCSAGIGRSGTFCLADTCLLLMDKRKDPSSVDIKKVLLEMRKFRMGLIQTADQLRFSYLAVIEGAKFIMGDSSVQDQWKELSHED. The pKi is 6.5. (2) The drug is NC(N)=[NH+]c1ccc(NC(=O)c2cc3ccccc3cc2O)cn1. The target protein sequence is IIGGEFTTIENQPWFAAIYRRHRGGSVTYVCGGSLMSPCWVISATHCFIDYPKKEDYIVYLGRSRLNSNTQGEMKFEVENLILHKDYSADTLAHHNDIALLKIRSKEGRCAQPSRTIQTICLPSMYNDPQFGTSCEITGFGKEASTDYLYPEQLKMTVVKLISHRECQQPHYYGSEVTTKMLCAADPQWKTDACQGDSGGPLVCSLQGRMTLTGIVSWGRGCALKDKPGVYTRVSHFLPWIRSHTKEENGLAL. The pKi is 6.0.